This data is from Full USPTO retrosynthesis dataset with 1.9M reactions from patents (1976-2016). The task is: Predict the reactants needed to synthesize the given product. (1) Given the product [CH3:1][C:2]1[O:3][C:4]2[CH:12]=[CH:11][CH:10]=[CH:9][C:5]=2[C:6]=1[CH2:7][NH:16][S:13]([NH2:17])(=[O:15])=[O:14], predict the reactants needed to synthesize it. The reactants are: [CH3:1][C:2]1[O:3][C:4]2[CH:12]=[CH:11][CH:10]=[CH:9][C:5]=2[C:6]=1[CH:7]=O.[S:13]([NH2:17])([NH2:16])(=[O:15])=[O:14].[BH4-].[Na+]. (2) The reactants are: [NH2:1][C:2]1[N:7]=[C:6](OS(C2C(C)=CC(C)=CC=2C)(=O)=O)[C:5]([CH2:21][C:22]2[CH:37]=[CH:36][C:25]([CH2:26][N:27]3[C:31]([C:32]([O:34][CH3:35])=[O:33])=[CH:30][N:29]=[CH:28]3)=[CH:24][C:23]=2[O:38][CH3:39])=[C:4]([CH3:40])[N:3]=1.[NH2:41][C@@H:42]([CH2:46][CH2:47][CH3:48])[CH2:43][CH2:44][OH:45]. Given the product [NH2:1][C:2]1[N:7]=[C:6]([NH:41][C@@H:42]([CH2:46][CH2:47][CH3:48])[CH2:43][CH2:44][OH:45])[C:5]([CH2:21][C:22]2[CH:37]=[CH:36][C:25]([CH2:26][N:27]3[C:31]([C:32]([O:34][CH3:35])=[O:33])=[CH:30][N:29]=[CH:28]3)=[CH:24][C:23]=2[O:38][CH3:39])=[C:4]([CH3:40])[N:3]=1, predict the reactants needed to synthesize it. (3) Given the product [CH3:16][O:15][C:13](=[O:14])[C:12]([CH2:11][C:8]1[CH:9]=[N:10][C:5]([O:4][CH3:3])=[N:6][CH:7]=1)=[CH:17][OH:18], predict the reactants needed to synthesize it. The reactants are: [H-].[Na+].[CH3:3][O:4][C:5]1[N:10]=[CH:9][C:8]([CH2:11][CH2:12][C:13]([O:15][CH3:16])=[O:14])=[CH:7][N:6]=1.[CH:17](OC)=[O:18]. (4) Given the product [O:23]1[CH2:28][CH2:27][CH:26]([N:1]2[CH2:5][CH2:4][C@@H:3]([NH:6][C:7](=[O:22])[CH2:8][C:9]3[NH:10][C:11]4[C:17]([C:18]([F:19])([F:20])[F:21])=[CH:16][CH:15]=[CH:14][C:12]=4[N:13]=3)[CH2:2]2)[CH2:25][CH2:24]1, predict the reactants needed to synthesize it. The reactants are: [NH:1]1[CH2:5][CH2:4][C@@H:3]([NH:6][C:7](=[O:22])[CH2:8][C:9]2[NH:13][C:12]3[CH:14]=[CH:15][CH:16]=[C:17]([C:18]([F:21])([F:20])[F:19])[C:11]=3[N:10]=2)[CH2:2]1.[O:23]1[CH2:28][CH2:27][C:26](=O)[CH2:25][CH2:24]1.C(O[BH-](OC(=O)C)OC(=O)C)(=O)C.[Na+].C([O-])(O)=O.[Na+]. (5) Given the product [CH2:1]([N:8]1[C@H:13]([CH3:14])[CH2:12][O:11][C:10]([CH2:16][CH2:17][OH:18])([CH3:15])[C:9]1=[O:19])[C:2]1[CH:3]=[CH:4][CH:5]=[CH:6][CH:7]=1, predict the reactants needed to synthesize it. The reactants are: [CH2:1]([N:8]1[C@H:13]([CH3:14])[CH2:12][O:11][C:10]([CH2:16][CH:17]=[O:18])([CH3:15])[C:9]1=[O:19])[C:2]1[CH:7]=[CH:6][CH:5]=[CH:4][CH:3]=1.[BH4-].[Na+].O. (6) Given the product [CH3:24][O:25][C:26]1[N:27]=[CH:28][C:29]([S:32][C:2]2[CH:7]=[C:6]([CH3:8])[C:5]([C:9]3[N:10]=[C:11]([NH:14][C:15](=[O:22])[C:16]4[CH:21]=[CH:20][N:19]=[CH:18][CH:17]=4)[S:12][CH:13]=3)=[C:4]([CH3:23])[CH:3]=2)=[N:30][CH:31]=1, predict the reactants needed to synthesize it. The reactants are: I[C:2]1[CH:7]=[C:6]([CH3:8])[C:5]([C:9]2[N:10]=[C:11]([NH:14][C:15](=[O:22])[C:16]3[CH:21]=[CH:20][N:19]=[CH:18][CH:17]=3)[S:12][CH:13]=2)=[C:4]([CH3:23])[CH:3]=1.[CH3:24][O:25][C:26]1[N:27]=[CH:28][C:29]([SH:32])=[N:30][CH:31]=1.C(=O)([O-])[O-].[K+].[K+].O.